Dataset: Full USPTO retrosynthesis dataset with 1.9M reactions from patents (1976-2016). Task: Predict the reactants needed to synthesize the given product. (1) Given the product [NH:8]1[C:9]2[C:5](=[CH:4][CH:3]=[C:2]([O:1][CH2:18][C:19]([OH:21])=[O:20])[CH:10]=2)[CH:6]=[CH:7]1, predict the reactants needed to synthesize it. The reactants are: [OH:1][C:2]1[CH:10]=[C:9]2[C:5]([CH:6]=[CH:7][NH:8]2)=[CH:4][CH:3]=1.C([O-])([O-])=O.[K+].[K+].Br[CH2:18][C:19]([O:21]C(C)(C)C)=[O:20]. (2) Given the product [C:49]([O:53][C:54]([N:56]1[CH2:61][CH2:60][CH:59]([N:62]([CH:63]2[CH2:64][CH2:65]2)[C:15]([C:13]2[O:14][C:10]([C:6]3[CH:7]=[CH:8][CH:9]=[C:4]([N+:1]([O-:3])=[O:2])[CH:5]=3)=[CH:11][CH:12]=2)=[O:17])[CH2:58][CH2:57]1)=[O:55])([CH3:52])([CH3:50])[CH3:51], predict the reactants needed to synthesize it. The reactants are: [N+:1]([C:4]1[CH:5]=[C:6]([C:10]2[O:14][C:13]([C:15]([OH:17])=O)=[CH:12][CH:11]=2)[CH:7]=[CH:8][CH:9]=1)([O-:3])=[O:2].F[B-](F)(F)F.N1(OC(N(C)C)=[N+](C)C)C2C=CC=CC=2N=N1.C(N(C(C)C)C(C)C)C.[C:49]([O:53][C:54]([N:56]1[CH2:61][CH2:60][CH:59]([NH:62][CH:63]2[CH2:65][CH2:64]2)[CH2:58][CH2:57]1)=[O:55])([CH3:52])([CH3:51])[CH3:50]. (3) Given the product [Cl:13][C:14]1[N:15]=[C:16]([CH3:22])[N:17]=[C:18]([N:10]2[CH2:11][CH2:12][N:7]3[C@H:8]([CH2:3][O:4][CH2:5][CH2:6]3)[CH2:9]2)[C:19]=1[F:20], predict the reactants needed to synthesize it. The reactants are: Cl.Cl.[CH2:3]1[C@@H:8]2[CH2:9][NH:10][CH2:11][CH2:12][N:7]2[CH2:6][CH2:5][O:4]1.[Cl:13][C:14]1[C:19]([F:20])=[C:18](Cl)[N:17]=[C:16]([CH3:22])[N:15]=1.C(N(CC)C(C)C)(C)C. (4) The reactants are: [CH3:1][C@@:2]12[C:18](=[O:19])[CH2:17][CH2:16][C@H:15]1[CH2:14][C@@H:13]1[C@H:4]([CH2:5][CH2:6][C@H:7]3[C@@:12]1([CH3:20])[CH2:11][CH2:10][C:9](=[O:21])[CH2:8]3)[CH2:3]2.CCC(C)[BH-](C(C)CC)C(C)CC.[K+].[OH-].[Na+].OO. Given the product [CH3:1][C@@:2]12[C:18](=[O:19])[CH2:17][CH2:16][C@H:15]1[CH2:14][C@@H:13]1[C@H:4]([CH2:5][CH2:6][C@H:7]3[C@@:12]1([CH3:20])[CH2:11][CH2:10][C@H:9]([OH:21])[CH2:8]3)[CH2:3]2, predict the reactants needed to synthesize it. (5) Given the product [Cl:1][C:2]1[CH:3]=[C:4]([NH:5][C:37]([NH:36][C:34](=[O:35])[C:30]2[CH:31]=[CH:32][CH:33]=[C:28]([CH3:27])[CH:29]=2)=[S:38])[CH:6]=[CH:7][C:8]=1[O:9][C:10]1[C:19]2[C:14](=[CH:15][C:16]([O:22][CH3:23])=[C:17]([O:20][CH3:21])[CH:18]=2)[N:13]=[CH:12][CH:11]=1, predict the reactants needed to synthesize it. The reactants are: [Cl:1][C:2]1[CH:3]=[C:4]([CH:6]=[CH:7][C:8]=1[O:9][C:10]1[C:19]2[C:14](=[CH:15][C:16]([O:22][CH3:23])=[C:17]([O:20][CH3:21])[CH:18]=2)[N:13]=[CH:12][CH:11]=1)[NH2:5].C(O)C.[CH3:27][C:28]1[CH:29]=[C:30]([C:34]([N:36]=[C:37]=[S:38])=[O:35])[CH:31]=[CH:32][CH:33]=1.